From a dataset of Catalyst prediction with 721,799 reactions and 888 catalyst types from USPTO. Predict which catalyst facilitates the given reaction. Reactant: C([O:8][C@@H:9]1[C@H:14]2[NH:15][C:16](=[O:18])[O:17][C@H:13]2[CH2:12][C@H:11]([CH2:19][O:20]CC2C=CC=CC=2)[C@H:10]1[O:28]CC1C=CC=CC=1)C1C=CC=CC=1.B(Cl)(Cl)Cl.CO.C(Cl)Cl. Product: [OH:8][C@@H:9]1[C@H:14]2[NH:15][C:16](=[O:18])[O:17][C@H:13]2[CH2:12][C@H:11]([CH2:19][OH:20])[C@H:10]1[OH:28]. The catalyst class is: 2.